From a dataset of Full USPTO retrosynthesis dataset with 1.9M reactions from patents (1976-2016). Predict the reactants needed to synthesize the given product. (1) Given the product [B:11]([O-:14])([O-:13])[O-:12].[B:15]([O-:18])([O-:17])[O-:16].[B:19]([O-:22])([O-:21])[O-:20].[B:23]([O-:26])([O-:25])[O-:24].[Na+:27].[Na+:27].[Na+:27].[Na+:27].[Na+:27].[Na+:27].[Na+:27].[Na+:27].[Na+:27].[Na+:27].[Na+:27].[Na+:27], predict the reactants needed to synthesize it. The reactants are: O.O.O.O.O.O.O.O.O.O.[B:11]([O-:14])([O-:13])[O-:12].[B:15]([O-:18])([O-:17])[O-:16].[B:19]([O-:22])([O-:21])[O-:20].[B:23]([O-:26])([O-:25])[O-:24].[Na+:27].[Na+].[Na+].[Na+].[Na+].[Na+].[Na+].[Na+].[Na+].[Na+].[Na+].[Na+]. (2) Given the product [N:1]1([CH2:6][CH2:7][O:8][C:9]2[CH:10]=[C:11]([NH:15][C:16]3[N:17]=[CH:18][C:19]([NH:22][C:24]4[CH:29]=[C:28]([OH:30])[CH:27]=[CH:26][C:25]=4[Cl:32])=[CH:20][N:21]=3)[CH:12]=[CH:13][CH:14]=2)[CH2:5][CH2:4][CH2:3][CH2:2]1, predict the reactants needed to synthesize it. The reactants are: [N:1]1([CH2:6][CH2:7][O:8][C:9]2[CH:10]=[C:11]([NH:15][C:16]3[N:21]=[CH:20][C:19]([NH2:22])=[CH:18][N:17]=3)[CH:12]=[CH:13][CH:14]=2)[CH2:5][CH2:4][CH2:3][CH2:2]1.Br[C:24]1[CH:29]=[C:28]([O:30]C)[CH:27]=[CH:26][C:25]=1[Cl:32].C([O-])([O-])=O.[Cs+].[Cs+].CC1(C)C2C(=C(P(C3C=CC=CC=3)C3C=CC=CC=3)C=CC=2)OC2C(P(C3C=CC=CC=3)C3C=CC=CC=3)=CC=CC1=2.B(Br)(Br)Br.C(Cl)Cl.C([O-])(O)=O.[Na+].Cl. (3) Given the product [Cl:27][C:19]1[CH:18]=[C:17]([CH:10]([CH2:11][CH:12]2[CH2:16][CH2:15][CH2:14][CH2:13]2)[C:9]([NH:8][C:5]2[CH:4]=[N:3][C:2]([CH:32]=[O:33])=[CH:7][N:6]=2)=[O:28])[CH:22]=[CH:21][C:20]=1[S:23]([CH3:26])(=[O:25])=[O:24], predict the reactants needed to synthesize it. The reactants are: Br[C:2]1[N:3]=[CH:4][C:5]([NH:8][C:9](=[O:28])[C@@H:10]([C:17]2[CH:22]=[CH:21][C:20]([S:23]([CH3:26])(=[O:25])=[O:24])=[C:19]([Cl:27])[CH:18]=2)[CH2:11][CH:12]2[CH2:16][CH2:15][CH2:14][CH2:13]2)=[N:6][CH:7]=1.[I-].[K+].C1OCCOCCOCCOCCOCC[O:33][CH2:32]1.C(N(CC)CC)C.C([SiH](CCCCCC)CCCCCC)CCCCC. (4) Given the product [NH2:24][C@@H:22]([C:19]1[CH:20]=[CH:21][C:16]([C:5]2[C:6]3[C:7]4[CH:15]=[CH:14][S:13][C:8]=4[C:9](=[O:12])[NH:10][C:11]=3[C:2]([Br:1])=[CH:3][C:4]=2[OH:32])=[CH:17][CH:18]=1)[CH3:23], predict the reactants needed to synthesize it. The reactants are: [Br:1][C:2]1[C:11]2[NH:10][C:9](=[O:12])[C:8]3[S:13][CH:14]=[CH:15][C:7]=3[C:6]=2[C:5]([C:16]2[CH:21]=[CH:20][C:19]([C@H:22]([NH:24]C(=O)OC(C)(C)C)[CH3:23])=[CH:18][CH:17]=2)=[C:4]([O:32]C)[CH:3]=1.BrB(Br)Br. (5) Given the product [NH:5]([C:19]1[N:20]=[N:21][C:22]([C:25]2[CH:30]=[CH:29][C:28]([O:31][CH3:32])=[CH:27][CH:26]=2)=[CH:23][N:24]=1)[NH2:6], predict the reactants needed to synthesize it. The reactants are: CS(C1[N:5]=[N:6]C(C2C=CC=CC=2)=CN=1)=O.CS([C:19]1[N:20]=[N:21][C:22]([C:25]2[CH:30]=[CH:29][C:28]([O:31][CH3:32])=[CH:27][CH:26]=2)=[CH:23][N:24]=1)=O. (6) The reactants are: [CH:1]1(/[C:5](/[C:28]2[CH:33]=[CH:32][CH:31]=[CH:30][CH:29]=2)=[C:6](/[C:17]2[CH:22]=[CH:21][C:20](/[CH:23]=[CH:24]/[C:25]([OH:27])=O)=[CH:19][CH:18]=2)\[C:7]2[CH:8]=[C:9]3[C:13](=[CH:14][CH:15]=2)[NH:12][N:11]=[C:10]3[F:16])[CH2:4][CH2:3][CH2:2]1.[CH:34]([NH:36][NH2:37])=O.C(N(CC)CC)C.CCCP(=O)=O. Given the product [CH:1]1(/[C:5](/[C:28]2[CH:29]=[CH:30][CH:31]=[CH:32][CH:33]=2)=[C:6](/[C:17]2[CH:22]=[CH:21][C:20](/[CH:23]=[CH:24]/[C:25]3[O:27][CH:34]=[N:36][N:37]=3)=[CH:19][CH:18]=2)\[C:7]2[CH:8]=[C:9]3[C:13](=[CH:14][CH:15]=2)[NH:12][N:11]=[C:10]3[F:16])[CH2:4][CH2:3][CH2:2]1, predict the reactants needed to synthesize it. (7) Given the product [ClH:1].[ClH:1].[CH:14]1([N:11]2[CH2:12][CH2:13][N:8]([C:5]3[N:4]=[N:3][C:2]([C:24]4[CH:23]=[CH:22][C:21]([NH:35][C:36](=[O:38])[CH3:37])=[C:20]([O:19][CH3:18])[CH:25]=4)=[CH:7][CH:6]=3)[CH2:9][CH2:10]2)[CH2:17][CH2:16][CH2:15]1, predict the reactants needed to synthesize it. The reactants are: [Cl:1][C:2]1[N:3]=[N:4][C:5]([N:8]2[CH2:13][CH2:12][N:11]([CH:14]3[CH2:17][CH2:16][CH2:15]3)[CH2:10][CH2:9]2)=[CH:6][CH:7]=1.[CH3:18][O:19][C:20]1[CH:25]=[C:24](B2OC(C)(C)C(C)(C)O2)[CH:23]=[CH:22][C:21]=1[NH:35][C:36](=[O:38])[CH3:37]. (8) The reactants are: [CH3:1][C:2]1[CH:3]=[C:4]([NH:16][C:17]2[C:26]3[C:21](=[CH:22][CH:23]=[C:24]([OH:27])[CH:25]=3)[N:20]=[CH:19][N:18]=2)[CH:5]=[CH:6][C:7]=1[O:8][C:9]1[CH:10]=[N:11][C:12]([CH3:15])=[CH:13][CH:14]=1.[C:28]([O:32][C:33]([N:35]1[CH:38](O)[CH2:37][CH2:36]1)=[O:34])([CH3:31])([CH3:30])[CH3:29]. Given the product [CH3:1][C:2]1[CH:3]=[C:4]([NH:16][C:17]2[C:26]3[C:21](=[CH:22][CH:23]=[C:24]([O:27][CH:37]4[CH2:36][N:35]([C:33]([O:32][C:28]([CH3:31])([CH3:30])[CH3:29])=[O:34])[CH2:38]4)[CH:25]=3)[N:20]=[CH:19][N:18]=2)[CH:5]=[CH:6][C:7]=1[O:8][C:9]1[CH:10]=[N:11][C:12]([CH3:15])=[CH:13][CH:14]=1, predict the reactants needed to synthesize it.